Dataset: Forward reaction prediction with 1.9M reactions from USPTO patents (1976-2016). Task: Predict the product of the given reaction. Given the reactants [NH2:1][C:2]1[N:7]=[C:6]([S:8][C@H:9]([C:11]2[CH:12]=[C:13]([C:17]([O:19]C)=[O:18])[CH:14]=[CH:15][CH:16]=2)[CH3:10])[C:5]([C:21]#[N:22])=[C:4]([C:23]2[CH:28]=[CH:27][C:26]([O:29][CH2:30][CH2:31][OH:32])=[CH:25][CH:24]=2)[C:3]=1[C:33]#[N:34].[OH-].[Li+].Cl, predict the reaction product. The product is: [NH2:1][C:2]1[N:7]=[C:6]([S:8][C@H:9]([C:11]2[CH:12]=[C:13]([C:17]([OH:19])=[O:18])[CH:14]=[CH:15][CH:16]=2)[CH3:10])[C:5]([C:21]#[N:22])=[C:4]([C:23]2[CH:28]=[CH:27][C:26]([O:29][CH2:30][CH2:31][OH:32])=[CH:25][CH:24]=2)[C:3]=1[C:33]#[N:34].